From a dataset of Forward reaction prediction with 1.9M reactions from USPTO patents (1976-2016). Predict the product of the given reaction. (1) The product is: [CH2:15]([NH:14][C:12](=[O:13])[NH:11][C:8]1[S:9][CH:10]=[C:6]([C:4]([OH:5])=[O:3])[N:7]=1)[C:16]1[CH:21]=[CH:20][CH:19]=[CH:18][CH:17]=1. Given the reactants C([O:3][C:4]([C:6]1[N:7]=[C:8]([NH:11][C:12]([NH:14][CH2:15][C:16]2[CH:21]=[CH:20][CH:19]=[CH:18][CH:17]=2)=[O:13])[S:9][CH:10]=1)=[O:5])C.[OH-].[Na+], predict the reaction product. (2) Given the reactants [S:1]([C:5]1[CH:6]=[C:7](B(O)O)[CH:8]=[CH:9][CH:10]=1)(=[O:4])(=[O:3])[NH2:2].[O:14]1[C:18]2[CH:19]=[CH:20][C:21]([C:23]3([C:26]([NH:28][C:29]4[CH:30]=[N:31][C:32]([CH3:36])=[C:33](Br)[CH:34]=4)=[O:27])[CH2:25][CH2:24]3)=[CH:22][C:17]=2[O:16][CH2:15]1.O1C2C=CC(C3(C(NC4C=NC(C)=C(C5C=CC=CC=5)C=4)=O)CC3)=CC=2OC1, predict the reaction product. The product is: [O:14]1[C:18]2[CH:19]=[CH:20][C:21]([C:23]3([C:26]([NH:28][C:29]4[CH:30]=[N:31][C:32]([CH3:36])=[C:33]([C:7]5[CH:8]=[CH:9][CH:10]=[C:5]([S:1](=[O:4])(=[O:3])[NH2:2])[CH:6]=5)[CH:34]=4)=[O:27])[CH2:25][CH2:24]3)=[CH:22][C:17]=2[O:16][CH2:15]1. (3) Given the reactants F[C:2]1[CH:7]=[CH:6][CH:5]=[CH:4][C:3]=1[NH:8][C:9](=[S:34])[NH:10][C:11]1[CH:16]=[CH:15][C:14]([C:17]2[CH:25]=[C:24]3[C:20]([CH2:21][N:22]([C@@H:27]([CH:31]([CH3:33])[CH3:32])[C:28]([OH:30])=[O:29])[C:23]3=[O:26])=[CH:19][CH:18]=2)=[CH:13][CH:12]=1.[Cl:35]C1C=CC(NC(=S)NC2C=CC(C3C=C4C(CN([C@@H](C(C)C)C(OC)=O)C4=O)=CC=3)=CC=2)=CC=1, predict the reaction product. The product is: [Cl:35][C:7]1[CH:2]=[C:3]([NH:8][C:9](=[S:34])[NH:10][C:11]2[CH:16]=[CH:15][C:14]([C:17]3[CH:25]=[C:24]4[C:20]([CH2:21][N:22]([C@@H:27]([CH:31]([CH3:33])[CH3:32])[C:28]([OH:30])=[O:29])[C:23]4=[O:26])=[CH:19][CH:18]=3)=[CH:13][CH:12]=2)[CH:4]=[CH:5][CH:6]=1. (4) Given the reactants [N:1]1([C:7]2[C:8]3[CH:31]=[CH:30][N:29]([CH2:32][CH:33]=O)[C:9]=3[N:10]=[C:11]([C:13]3[CH:18]=[CH:17][C:16]([NH:19][C:20]([NH:22][C:23]4[CH:28]=[CH:27][N:26]=[CH:25][CH:24]=4)=[O:21])=[CH:15][CH:14]=3)[N:12]=2)[CH2:6][CH2:5][O:4][CH2:3][CH2:2]1.[CH:35]1[N:39]=[CH:38][NH:37][C:36]=1[CH2:40][CH2:41][NH2:42], predict the reaction product. The product is: [NH:37]1[C:36]([CH2:40][CH2:41][NH:42][CH2:33][CH2:32][N:29]2[C:9]3[N:10]=[C:11]([C:13]4[CH:14]=[CH:15][C:16]([NH:19][C:20]([NH:22][C:23]5[CH:24]=[CH:25][N:26]=[CH:27][CH:28]=5)=[O:21])=[CH:17][CH:18]=4)[N:12]=[C:7]([N:1]4[CH2:2][CH2:3][O:4][CH2:5][CH2:6]4)[C:8]=3[CH:31]=[CH:30]2)=[CH:35][N:39]=[CH:38]1. (5) Given the reactants [CH:1]1([CH2:4][O:5][C:6]2[CH:11]=[CH:10][C:9]([S:12]([CH3:15])(=[O:14])=[O:13])=[CH:8][C:7]=2[C:16]2[CH:17]=[C:18]([CH3:23])[C:19](=[O:22])[NH:20][CH:21]=2)[CH2:3][CH2:2]1.Br[CH2:25][CH2:26][O:27][CH3:28].BrCC1CC1, predict the reaction product. The product is: [CH:1]1([CH2:4][O:5][C:6]2[CH:11]=[CH:10][C:9]([S:12]([CH3:15])(=[O:14])=[O:13])=[CH:8][C:7]=2[C:16]2[CH:17]=[C:18]([CH3:23])[C:19](=[O:22])[N:20]([CH2:25][CH2:26][O:27][CH3:28])[CH:21]=2)[CH2:3][CH2:2]1. (6) Given the reactants [Cl:1][C:2]1[C:11]2[C:10]([CH3:13])([CH3:12])[CH2:9][CH:8]=[C:7]([CH:14]([CH3:16])[CH3:15])[C:6]=2[CH:5]=[C:4](/[C:17](/[CH3:22])=[C:18](/[F:21])\[CH2:19][OH:20])[C:3]=1[O:23][CH2:24][CH3:25].C[N+]1([O-])CCOCC1.ClCCl, predict the reaction product. The product is: [Cl:1][C:2]1[C:11]2[C:10]([CH3:13])([CH3:12])[CH2:9][CH:8]=[C:7]([CH:14]([CH3:16])[CH3:15])[C:6]=2[CH:5]=[C:4](/[C:17](/[CH3:22])=[C:18](/[F:21])\[CH:19]=[O:20])[C:3]=1[O:23][CH2:24][CH3:25].